Dataset: Reaction yield outcomes from USPTO patents with 853,638 reactions. Task: Predict the reaction yield, written as a fraction of the theoretical maximum amount of product (1.0 means a 100% yield; for example, 0.34 means a 34% yield). (1) The reactants are [Br:1][C:2]1[C:6]2[CH:7]=[N:8][CH:9]=[C:10]([F:11])[C:5]=2[NH:4][CH:3]=1.I[CH:13]([CH3:15])[CH3:14].C(=O)([O-])[O-].[K+].[K+]. No catalyst specified. The product is [Br:1][C:2]1[C:6]2[CH:7]=[N:8][CH:9]=[C:10]([F:11])[C:5]=2[N:4]([CH:13]([CH3:15])[CH3:14])[CH:3]=1. The yield is 0.560. (2) The reactants are [CH2:1]([N:3]1[CH:7]=[C:6]([C:8]2[N:13]=[CH:12][C:11]3[CH:14]=[N:15][N:16]([C:17]4[N:22]=[C:21]([N:23]5[CH2:29][CH2:28][CH2:27][N:26](C(OC(C)(C)C)=O)[CH2:25][CH2:24]5)[CH:20]=[N:19][CH:18]=4)[C:10]=3[CH:9]=2)[CH:5]=[N:4]1)[CH3:2].Cl. The catalyst is CO.O1CCOCC1. The product is [N:23]1([C:21]2[N:22]=[C:17]([N:16]3[C:10]4[CH:9]=[C:8]([C:6]5[CH:5]=[N:4][N:3]([CH2:1][CH3:2])[CH:7]=5)[N:13]=[CH:12][C:11]=4[CH:14]=[N:15]3)[CH:18]=[N:19][CH:20]=2)[CH2:29][CH2:28][CH2:27][NH:26][CH2:25][CH2:24]1. The yield is 0.340. (3) The reactants are F[P-](F)(F)(F)(F)F.[N:8]1(O[P+](N(C)C)(N(C)C)N(C)C)[C:12]2[CH:13]=CC=C[C:11]=2N=N1.[I:28][C:29]1[C:37]2[C:32](=[CH:33][CH:34]=[C:35]([C:38]3[O:42][C:41](=O)[NH:40][N:39]=3)[CH:36]=2)[N:31]([S:44]([C:47]2[CH:53]=[CH:52][C:50]([CH3:51])=[CH:49][CH:48]=2)(=[O:46])=[O:45])[CH:30]=1.CC(N)C.C(N(C(C)C)CC)(C)C. The catalyst is CN(C=O)C.O. The product is [I:28][C:29]1[C:37]2[C:32](=[CH:33][CH:34]=[C:35]([C:38]3[O:42][C:41]([NH:8][CH:12]([CH3:13])[CH3:11])=[N:40][N:39]=3)[CH:36]=2)[N:31]([S:44]([C:47]2[CH:48]=[CH:49][C:50]([CH3:51])=[CH:52][CH:53]=2)(=[O:45])=[O:46])[CH:30]=1. The yield is 0.730. (4) The reactants are C([NH:5][S:6]([C:9]1[S:10][C:11]([C:14]2[N:19]=[C:18]([CH:20]3[CH2:22][CH2:21]3)[C:17]([Cl:23])=[C:16]([NH:24][C:25]3[NH:29][N:28]=[C:27]([CH:30]4[CH2:32][CH2:31]4)[CH:26]=3)[N:15]=2)=[CH:12][CH:13]=1)(=[O:8])=[O:7])(C)(C)C. The catalyst is FC(F)(F)C(O)=O. The product is [Cl:23][C:17]1[C:18]([CH:20]2[CH2:22][CH2:21]2)=[N:19][C:14]([C:11]2[S:10][C:9]([S:6]([NH2:5])(=[O:8])=[O:7])=[CH:13][CH:12]=2)=[N:15][C:16]=1[NH:24][C:25]1[NH:29][N:28]=[C:27]([CH:30]2[CH2:32][CH2:31]2)[CH:26]=1. The yield is 0.480. (5) The product is [S:1]1[C:5]2[CH:6]=[CH:7][CH:8]=[CH:9][C:4]=2[N:3]=[C:2]1[C:10]1[C:18]2[CH2:17][CH2:16][N:15]([CH3:19])[CH2:14][C:13]=2[S:12][C:11]=1[NH:20][C:21](=[O:23])[CH3:22]. The yield is 0.740. The catalyst is O. The reactants are [S:1]1[C:5]2[CH:6]=[CH:7][CH:8]=[CH:9][C:4]=2[N:3]=[C:2]1[C:10]1[C:18]2[CH2:17][CH2:16][N:15]([CH3:19])[CH2:14][C:13]=2[S:12][C:11]=1[NH2:20].[C:21](OC(=O)C)(=[O:23])[CH3:22].C(O)(=O)C.C(=O)(O)[O-].[Na+]. (6) The reactants are [F:1][C:2]1[CH:7]=[CH:6][C:5]([N:8]2[C:16]3[C:11](=[CH:12][C:13]([CH:17]([C:23]4[CH:28]=[CH:27][CH:26]=[CH:25][CH:24]=4)[C:18]([CH3:22])([CH3:21])[CH:19]=O)=[CH:14][CH:15]=3)[CH:10]=[N:9]2)=[CH:4][CH:3]=1.[S:29]1[CH:33]=[N:32][N:31]=[C:30]1[NH2:34].C(O[BH-](OC(=O)C)OC(=O)C)(=O)C.[Na+].C(=O)(O)[O-].[Na+]. The catalyst is C(Cl)CCl.CC(C)[O-].CC(C)[O-].CC(C)[O-].CC(C)[O-].[Ti+4]. The product is [F:1][C:2]1[CH:7]=[CH:6][C:5]([N:8]2[C:16]3[C:11](=[CH:12][C:13]([CH:17]([C:23]4[CH:28]=[CH:27][CH:26]=[CH:25][CH:24]=4)[C:18]([CH3:22])([CH3:21])[CH2:19][NH:34][C:30]4[S:29][CH:33]=[N:32][N:31]=4)=[CH:14][CH:15]=3)[CH:10]=[N:9]2)=[CH:4][CH:3]=1. The yield is 0.190.